This data is from Forward reaction prediction with 1.9M reactions from USPTO patents (1976-2016). The task is: Predict the product of the given reaction. (1) Given the reactants [CH3:1][S:2]([N:5]1[CH2:10][CH2:9][N:8]([CH2:11][C:12]2[S:20][C:19]3[C:18]([N:21]4[CH2:26][CH2:25][O:24][CH2:23][CH2:22]4)=[N:17][C:16](SC)=[N:15][C:14]=3[CH:13]=2)[CH2:7][CH2:6]1)(=[O:4])=[O:3].C([Sn](CCCC)(CCCC)[C:34]1[CH:35]=[N:36][C:37]2[N:42]([CH2:43][O:44][CH2:45][CH2:46][Si:47]([CH3:50])([CH3:49])[CH3:48])[CH:41]=[N:40][C:38]=2[CH:39]=1)CCC, predict the reaction product. The product is: [CH3:1][S:2]([N:5]1[CH2:6][CH2:7][N:8]([CH2:11][C:12]2[S:20][C:19]3[C:18]([N:21]4[CH2:26][CH2:25][O:24][CH2:23][CH2:22]4)=[N:17][C:16]([C:34]4[CH:39]=[C:38]5[N:40]=[CH:41][N:42]([CH2:43][O:44][CH2:45][CH2:46][Si:47]([CH3:50])([CH3:49])[CH3:48])[C:37]5=[N:36][CH:35]=4)=[N:15][C:14]=3[CH:13]=2)[CH2:9][CH2:10]1)(=[O:4])=[O:3]. (2) Given the reactants C[O:2][C:3]([C:5]1[CH:10]=[CH:9][C:8]([Br:11])=[CH:7][N:6]=1)=O.O.[NH2:13][NH2:14], predict the reaction product. The product is: [Br:11][C:8]1[CH:9]=[CH:10][C:5]([C:3]([NH:13][NH2:14])=[O:2])=[N:6][CH:7]=1. (3) The product is: [N:1]1[N:2]([C:6]2[CH:11]=[CH:10][CH:9]=[CH:8][C:7]=2[C:12]([N:14]2[C@H:15]([CH3:28])[CH2:16][CH2:17][C@@H:18]([C:20]3[O:21][C:22]([CH3:27])=[C:23]([CH:25]=[O:26])[N:24]=3)[CH2:19]2)=[O:13])[N:3]=[CH:4][CH:5]=1. Given the reactants [N:1]1[N:2]([C:6]2[CH:11]=[CH:10][CH:9]=[CH:8][C:7]=2[CH:12]([N:14]2[CH2:19][C@H:18]([C:20]3[O:21][C:22]([CH3:27])=[C:23]([CH2:25][OH:26])[N:24]=3)[CH2:17][CH2:16][C@H:15]2[CH3:28])[OH:13])[N:3]=[CH:4][CH:5]=1, predict the reaction product. (4) The product is: [Cl:1][C:2]1[C:3]([C:27]([F:30])([F:29])[F:28])=[N:4][N:5]([CH2:8][CH:9]([NH:10][S:39]([CH3:38])(=[O:41])=[O:40])[CH:11]2[CH2:16][CH2:15][N:14]([C:17]3[CH:22]=[C:21]([O:23][CH3:24])[C:20]([Cl:25])=[CH:19][C:18]=3[Cl:26])[CH2:13][CH2:12]2)[C:6]=1[CH3:7]. Given the reactants [Cl:1][C:2]1[C:3]([C:27]([F:30])([F:29])[F:28])=[N:4][N:5]([CH2:8][CH:9]([CH:11]2[CH2:16][CH2:15][N:14]([C:17]3[CH:22]=[C:21]([O:23][CH3:24])[C:20]([Cl:25])=[CH:19][C:18]=3[Cl:26])[CH2:13][CH2:12]2)[NH2:10])[C:6]=1[CH3:7].C(N(CC)CC)C.[CH3:38][S:39](Cl)(=[O:41])=[O:40], predict the reaction product. (5) Given the reactants [NH2:1][C:2]1[CH:7]=[CH:6][C:5]([C:8]2[C:14]3[CH:15]=[C:16]([O:19][CH3:20])[CH:17]=[CH:18][C:13]=3[CH2:12][C@H:11]([CH3:21])[N:10]([C:22]([NH:24][CH3:25])=[O:23])[N:9]=2)=[CH:4][CH:3]=1.[N:26]([O-])=O.[Na+].[Sn](Cl)Cl.[CH3:33][C:34](=O)[CH2:35][C:36](=O)[CH3:37].[OH-].[Na+], predict the reaction product. The product is: [CH3:33][C:34]1[CH:35]=[C:36]([CH3:37])[N:1]([C:2]2[CH:7]=[CH:6][C:5]([C:8]3[C:14]4[CH:15]=[C:16]([O:19][CH3:20])[CH:17]=[CH:18][C:13]=4[CH2:12][C@H:11]([CH3:21])[N:10]([C:22]([NH:24][CH3:25])=[O:23])[N:9]=3)=[CH:4][CH:3]=2)[N:26]=1. (6) Given the reactants [OH:1][C:2]1[CH:7]=[CH:6][C:5]([C:8]2[C:16]3[C:11](=[CH:12][CH:13]=[C:14]([C:17]#[N:18])[CH:15]=3)[N:10]([CH:19]3[CH2:24][CH2:23][CH2:22][CH2:21][O:20]3)[N:9]=2)=[CH:4][CH:3]=1.C(=O)([O-])[O-].[K+].[K+].CN(C)C=O.Br[CH2:37][CH:38]([CH3:40])[CH3:39], predict the reaction product. The product is: [CH3:37][CH:38]([CH3:40])[CH2:39][O:1][C:2]1[CH:7]=[CH:6][C:5]([C:8]2[C:16]3[C:11](=[CH:12][CH:13]=[C:14]([C:17]#[N:18])[CH:15]=3)[N:10]([CH:19]3[CH2:24][CH2:23][CH2:22][CH2:21][O:20]3)[N:9]=2)=[CH:4][CH:3]=1. (7) Given the reactants [CH3:1][O:2][C:3](=[O:18])[CH:4]([C:11]1[CH:16]=[CH:15][C:14](I)=[CH:13][CH:12]=1)[CH2:5][CH:6]1[CH2:10][CH2:9][CH2:8][CH2:7]1.[C:19]1(B(O)O)[C:28]2[C:23](=[CH:24][CH:25]=[CH:26][CH:27]=2)[CH:22]=[CH:21][CH:20]=1.C(N(CC)CC)C, predict the reaction product. The product is: [CH3:1][O:2][C:3](=[O:18])[CH:4]([C:11]1[CH:16]=[CH:15][C:14]([C:27]2[C:28]3[C:23](=[CH:22][CH:21]=[CH:20][CH:19]=3)[CH:24]=[CH:25][CH:26]=2)=[CH:13][CH:12]=1)[CH2:5][CH:6]1[CH2:10][CH2:9][CH2:8][CH2:7]1.